From a dataset of Reaction yield outcomes from USPTO patents with 853,638 reactions. Predict the reaction yield, written as a fraction of the theoretical maximum amount of product (1.0 means a 100% yield; for example, 0.34 means a 34% yield). (1) The reactants are Br[C:2]1[CH:3]=[CH:4][C:5]([N+:8]([O-:10])=[O:9])=[N:6][CH:7]=1.C([O-])([O-])=O.[K+].[K+].[N:17]1([C:23]([O:25][C:26]([CH3:29])([CH3:28])[CH3:27])=[O:24])[CH2:22][CH2:21][NH:20][CH2:19][CH2:18]1.O. The catalyst is CS(C)=O. The product is [N+:8]([C:5]1[N:6]=[CH:7][C:2]([N:20]2[CH2:19][CH2:18][N:17]([C:23]([O:25][C:26]([CH3:29])([CH3:28])[CH3:27])=[O:24])[CH2:22][CH2:21]2)=[CH:3][CH:4]=1)([O-:10])=[O:9]. The yield is 0.370. (2) The reactants are [Cl:1][C:2]1[CH:3]=[C:4]([C@:8]([C@@H:16]2[CH2:21][CH2:20][CH2:19][N:18](C(OC(C)(C)C)=O)[CH2:17]2)([OH:15])[CH2:9][O:10][CH2:11][CH2:12][O:13][CH3:14])[CH:5]=[CH:6][CH:7]=1. The catalyst is C(O)(C(F)(F)F)=O.C(Cl)Cl. The product is [Cl:1][C:2]1[CH:3]=[C:4]([C@:8]([C@@H:16]2[CH2:21][CH2:20][CH2:19][NH:18][CH2:17]2)([OH:15])[CH2:9][O:10][CH2:11][CH2:12][O:13][CH3:14])[CH:5]=[CH:6][CH:7]=1. The yield is 1.00. (3) The reactants are C[O:2][C:3]1[CH:8]=[CH:7][C:6]([C:9]2[C:18]3[C:13](=[C:14]([C:19]([F:22])([F:21])[F:20])[CH:15]=[CH:16][CH:17]=3)[N:12]=[CH:11][C:10]=2[C:23]([C:25]2[CH:30]=[CH:29][CH:28]=[CH:27][CH:26]=2)=[O:24])=[CH:5][CH:4]=1.Cl.N1C=CC=CC=1. The catalyst is Cl. The product is [OH:2][C:3]1[CH:4]=[CH:5][C:6]([C:9]2[C:18]3[C:13](=[C:14]([C:19]([F:22])([F:20])[F:21])[CH:15]=[CH:16][CH:17]=3)[N:12]=[CH:11][C:10]=2[C:23]([C:25]2[CH:26]=[CH:27][CH:28]=[CH:29][CH:30]=2)=[O:24])=[CH:7][CH:8]=1. The yield is 0.680. (4) The reactants are [N:1]([Si](C)(C)C)=[N+:2]=[N-:3].C([Sn](CCCC)=O)CCC.[CH2:18]1[C:26]2[C:21](=[CH:22][CH:23]=[CH:24][CH:25]=2)[CH2:20][CH:19]1[NH:27][C:28]1[N:29]=[CH:30][C:31]2[CH2:36][N:35]([C:37]([O:39][CH2:40][CH2:41][CH2:42][C:43]#[N:44])=[O:38])[CH2:34][C:32]=2[N:33]=1. The catalyst is C1(C)C=CC=CC=1. The product is [CH2:18]1[C:26]2[C:21](=[CH:22][CH:23]=[CH:24][CH:25]=2)[CH2:20][CH:19]1[NH:27][C:28]1[N:29]=[CH:30][C:31]2[CH2:36][N:35]([C:37]([O:39][CH2:40][CH2:41][CH2:42][C:43]3[NH:44][N:3]=[N:2][N:1]=3)=[O:38])[CH2:34][C:32]=2[N:33]=1. The yield is 0.0900. (5) The reactants are Cl.[Cl:2][C:3]1[CH:4]=[C:5]([C:10]23[CH2:15][CH:14]2[CH2:13][NH:12][CH2:11]3)[CH:6]=[CH:7][C:8]=1[Cl:9].[OH-].[Na+].Br[CH2:19][CH3:20]. The catalyst is C(Cl)Cl. The product is [Cl:2][C:3]1[CH:4]=[C:5]([C:10]23[CH2:15][CH:14]2[CH2:13][N:12]([CH2:19][CH3:20])[CH2:11]3)[CH:6]=[CH:7][C:8]=1[Cl:9]. The yield is 0.660. (6) The reactants are [CH2:1]=[CH:2][CH3:3].[N:4]1[CH:9]=[CH:8][CH:7]=[CH:6][CH:5]=1. The catalyst is CO.CC(O)=O.[Pt](=O)=O. The product is [CH:2]([N:4]1[CH2:9][CH2:8][CH2:7][CH2:6][CH2:5]1)([CH3:3])[CH3:1]. The yield is 0.650. (7) The reactants are [C:1](OC(=O)C)(=[O:3])[CH3:2].[CH2:8]([O:15][C:16]([N:18]1[CH2:21][CH2:20][C@H:19]1[CH2:22][O:23][C:24]1[CH:25]=[C:26]([C:30]2[CH:31]=[C:32]([CH:35]=[CH:36][CH:37]=2)[CH2:33][NH2:34])[CH:27]=[N:28][CH:29]=1)=[O:17])[C:9]1[CH:14]=[CH:13][CH:12]=[CH:11][CH:10]=1.C(N(CC)CC)C. The catalyst is C(Cl)Cl. The product is [CH2:8]([O:15][C:16]([N:18]1[CH2:21][CH2:20][C@H:19]1[CH2:22][O:23][C:24]1[CH:25]=[C:26]([C:30]2[CH:31]=[C:32]([CH:35]=[CH:36][CH:37]=2)[CH2:33][NH:34][C:1](=[O:3])[CH3:2])[CH:27]=[N:28][CH:29]=1)=[O:17])[C:9]1[CH:14]=[CH:13][CH:12]=[CH:11][CH:10]=1. The yield is 0.960. (8) The reactants are Br[C:2]1[CH:3]=[N:4][C:5]([NH:8][C:9]2[CH:14]=[CH:13][C:12]([O:15][CH:16]([F:18])[F:17])=[C:11]([Cl:19])[CH:10]=2)=[N:6][CH:7]=1.[CH3:20][Si:21]([CH3:40])([CH3:39])[CH2:22][CH2:23][O:24][CH2:25][N:26]1[C:35]2[C:30](=[CH:31][C:32]([CH:36]=[CH2:37])=[CH:33][CH:34]=2)[CH:29]=[CH:28][C:27]1=[O:38]. The yield is 0.490. The catalyst is CN(C=O)C.[Cl-].C([N+](CCCC)(CCCC)CCCC)CCC. The product is [Cl:19][C:11]1[CH:10]=[C:9]([NH:8][C:5]2[N:4]=[CH:3][C:2](/[CH:37]=[CH:36]/[C:32]3[CH:31]=[C:30]4[C:35](=[CH:34][CH:33]=3)[N:26]([CH2:25][O:24][CH2:23][CH2:22][Si:21]([CH3:20])([CH3:40])[CH3:39])[C:27](=[O:38])[CH:28]=[CH:29]4)=[CH:7][N:6]=2)[CH:14]=[CH:13][C:12]=1[O:15][CH:16]([F:18])[F:17].